This data is from HIV replication inhibition screening data with 41,000+ compounds from the AIDS Antiviral Screen. The task is: Binary Classification. Given a drug SMILES string, predict its activity (active/inactive) in a high-throughput screening assay against a specified biological target. (1) The drug is O=C(Nc1cc(S(=O)(=O)O)cc2cc(S(=O)(=O)O)c(N=Nc3cc(Nc4nc(Cl)nc(Nc5ccc(S(=O)(=O)O)cc5)n4)ccc3S(=O)(=O)O)c(O)c12)c1ccccc1.[NaH]. The result is 0 (inactive). (2) The drug is O=C1C=C(Nc2ccccc2C(=O)CC(=O)C(=O)Nc2cccc([N+](=O)[O-])c2)c2ccccc2C1=O. The result is 0 (inactive). (3) The compound is N#Cc1snc2sc(=O)sc12. The result is 0 (inactive). (4) The drug is O=C1C(=C2Nc3ccc(S(=O)(=O)O)cc3C2=O)Nc2ccc(S(=O)(=O)O)cc21. The result is 0 (inactive). (5) The drug is Cc1ccc(N=Nc2c(C)c(C#N)c(=S)n(C3OC(CO)C(O)C(O)C3O)c2-c2ccccc2)cc1. The result is 0 (inactive).